Dataset: Forward reaction prediction with 1.9M reactions from USPTO patents (1976-2016). Task: Predict the product of the given reaction. (1) Given the reactants [CH3:1][C:2]1[CH:3]=[CH:4][C:5](/[N:17]=[CH:18]/[C:19]2[CH:24]=[C:23]([O:25][CH3:26])[C:22]([O:27][CH3:28])=[C:21]([O:29][CH3:30])[CH:20]=2)=[C:6]([NH:8][C:9](=[O:16])[C:10]2[CH:15]=[CH:14][CH:13]=[CH:12][CH:11]=2)[CH:7]=1.[BH4-].[Na+], predict the reaction product. The product is: [CH3:1][C:2]1[CH:3]=[CH:4][C:5]([NH:17][CH2:18][C:19]2[CH:24]=[C:23]([O:25][CH3:26])[C:22]([O:27][CH3:28])=[C:21]([O:29][CH3:30])[CH:20]=2)=[C:6]([NH:8][C:9](=[O:16])[C:10]2[CH:11]=[CH:12][CH:13]=[CH:14][CH:15]=2)[CH:7]=1. (2) The product is: [CH3:1][C:2]1[CH:12]=[CH:11][CH:10]=[C:4]2[C:3]=1[C:8](=[O:9])[N:14]([C:15]1([CH3:23])[CH2:20][CH2:19][C:18](=[O:21])[NH:17][C:16]1=[O:22])[C:5]2=[O:7]. Given the reactants [CH3:1][C:2]1[CH:12]=[CH:11][CH:10]=[C:4]2[C:5]([O:7][C:8](=[O:9])[C:3]=12)=O.Cl.[NH2:14][C:15]1([CH3:23])[CH2:20][CH2:19][C:18](=[O:21])[NH:17][C:16]1=[O:22].C([O-])(=O)C.[Na+], predict the reaction product. (3) Given the reactants Br[C:2]1[CH:3]=[CH:4][C:5]2[NH:11][C:10](=[O:12])[CH2:9][CH2:8][CH2:7][C:6]=2[CH:13]=1.[N:14]1[CH:19]=[CH:18][CH:17]=[C:16](B(O)O)[CH:15]=1.C(=O)([O-])[O-].[K+].[K+], predict the reaction product. The product is: [N:14]1[CH:19]=[CH:18][CH:17]=[C:16]([C:2]2[CH:3]=[CH:4][C:5]3[NH:11][C:10](=[O:12])[CH2:9][CH2:8][CH2:7][C:6]=3[CH:13]=2)[CH:15]=1.